Dataset: Reaction yield outcomes from USPTO patents with 853,638 reactions. Task: Predict the reaction yield, written as a fraction of the theoretical maximum amount of product (1.0 means a 100% yield; for example, 0.34 means a 34% yield). The reactants are F[C:2]1[CH:7]=[CH:6][C:5]([N+:8]([O-:10])=[O:9])=[CH:4][CH:3]=1.[C:11]([NH2:15])([CH3:14])([CH3:13])[CH3:12].O. The catalyst is CS(C)=O. The product is [C:11]([NH:15][C:2]1[CH:7]=[CH:6][C:5]([N+:8]([O-:10])=[O:9])=[CH:4][CH:3]=1)([CH3:14])([CH3:13])[CH3:12]. The yield is 0.730.